This data is from Forward reaction prediction with 1.9M reactions from USPTO patents (1976-2016). The task is: Predict the product of the given reaction. (1) The product is: [F:16][C@H:11]1[C@@H:10]([O:9][C:8]2[CH:7]=[CH:6][C:5]([C:17]3[N:18]=[C:19]([NH:23][C:24]4[CH:25]=[N:26][N:27]([CH3:33])[C:28]=4[CH2:29][OH:30])[N:20]=[CH:21][N:22]=3)=[CH:4][C:3]=2[C:1]#[N:2])[CH2:15][CH2:14][NH:13][CH2:12]1. Given the reactants [C:1]([C:3]1[CH:4]=[C:5]([C:17]2[N:22]=[CH:21][N:20]=[C:19]([NH:23][C:24]3[CH:25]=[N:26][N:27]([CH3:33])[C:28]=3[C:29](OC)=[O:30])[N:18]=2)[CH:6]=[CH:7][C:8]=1[O:9][C@H:10]1[CH2:15][CH2:14][NH:13][CH2:12][C@H:11]1[F:16])#[N:2].[H-].[Al+3].[Li+].[H-].[H-].[H-], predict the reaction product. (2) Given the reactants N([O-])=[O:2].[Na+].[Br:5][C:6]1[N:7]=[CH:8][C:9](N)=[N:10][C:11]=1[Cl:12], predict the reaction product. The product is: [Br:5][C:6]1[N:7]=[CH:8][C:9]([OH:2])=[N:10][C:11]=1[Cl:12]. (3) Given the reactants [C:1]([O:4][C@H:5]1[CH2:22][CH2:21][C@@:20]2([CH3:23])[C@@H:7]([CH2:8][CH2:9][C@:10]3([CH3:34])[C@@H:19]2[CH2:18][CH2:17][C@H:16]2[C@@:11]3([CH3:33])[CH2:12][CH2:13][C@@:14]3([C:30](O)=[O:31])[CH2:26][CH2:25][C@@H:24]([CH:27]([CH3:29])[CH3:28])[C@@H:15]32)[C:6]1([CH3:36])[CH3:35])(=[O:3])[CH3:2].C(Cl)(=O)C(Cl)=O.CN(C=O)C.[CH3:48][O:49][C:50]1[CH:55]=[CH:54][C:53]([C:56]2[NH:60][C:59]([C@@H:61]3[CH2:65][CH2:64][CH2:63][NH:62]3)=[N:58][CH:57]=2)=[CH:52][CH:51]=1, predict the reaction product. The product is: [C:1]([O:4][C@H:5]1[CH2:22][CH2:21][C@@:20]2([CH3:23])[C@@H:7]([CH2:8][CH2:9][C@:10]3([CH3:34])[C@@H:19]2[CH2:18][CH2:17][C@H:16]2[C@@:11]3([CH3:33])[CH2:12][CH2:13][C@@:14]3([C:30]([N:62]4[CH2:63][CH2:64][CH2:65][C@H:61]4[C:59]4[NH:60][C:56]([C:53]5[CH:52]=[CH:51][C:50]([O:49][CH3:48])=[CH:55][CH:54]=5)=[CH:57][N:58]=4)=[O:31])[CH2:26][CH2:25][C@@H:24]([CH:27]([CH3:28])[CH3:29])[C@@H:15]32)[C:6]1([CH3:35])[CH3:36])(=[O:3])[CH3:2]. (4) Given the reactants C(OC(=O)[NH:7][C@@H:8]([C:20](=[O:41])[N:21]([CH3:40])[C@@H:22]([C:34]1[O:38][N:37]=[C:36]([CH3:39])[N:35]=1)[CH2:23][C:24]1[CH:33]=[CH:32][C:31]2[C:26](=[CH:27][CH:28]=[CH:29][CH:30]=2)[CH:25]=1)[CH2:9][C:10]1[CH:19]=[CH:18][C:17]2[C:12](=[CH:13][CH:14]=[CH:15][CH:16]=2)[CH:11]=1)(C)(C)C, predict the reaction product. The product is: [NH2:7][C@H:8]([CH2:9][C:10]1[CH:19]=[CH:18][C:17]2[C:12](=[CH:13][CH:14]=[CH:15][CH:16]=2)[CH:11]=1)[C:20]([N:21]([CH3:40])[C@@H:22]([C:34]1[O:38][N:37]=[C:36]([CH3:39])[N:35]=1)[CH2:23][C:24]1[CH:33]=[CH:32][C:31]2[C:26](=[CH:27][CH:28]=[CH:29][CH:30]=2)[CH:25]=1)=[O:41]. (5) Given the reactants [Cl:1][C:2]1[N:7]=[C:6]([C:8]2[S:12][C:11]([CH:13]([CH3:15])[CH3:14])=[N:10][C:9]=2[C:16]2[CH:17]=[C:18]([CH:20]=[CH:21][CH:22]=2)[NH2:19])[CH:5]=[CH:4][N:3]=1.[CH:23]1([S:26](Cl)(=[O:28])=[O:27])[CH2:25][CH2:24]1, predict the reaction product. The product is: [Cl:1][C:2]1[N:7]=[C:6]([C:8]2[S:12][C:11]([CH:13]([CH3:15])[CH3:14])=[N:10][C:9]=2[C:16]2[CH:17]=[C:18]([NH:19][S:26]([CH:23]3[CH2:25][CH2:24]3)(=[O:28])=[O:27])[CH:20]=[CH:21][CH:22]=2)[CH:5]=[CH:4][N:3]=1. (6) Given the reactants [Cl:1][C:2]1[CH:7]=[CH:6][C:5]([O:8][C:9]2[CH:16]=[CH:15][C:14]([CH:17]=[O:18])=[CH:13][C:10]=2[C:11]#[N:12])=[CH:4][C:3]=1[C:19]([F:22])([F:21])[F:20].[BH4-].[Na+], predict the reaction product. The product is: [Cl:1][C:2]1[CH:7]=[CH:6][C:5]([O:8][C:9]2[CH:16]=[CH:15][C:14]([CH2:17][OH:18])=[CH:13][C:10]=2[C:11]#[N:12])=[CH:4][C:3]=1[C:19]([F:20])([F:21])[F:22].